From a dataset of Peptide-MHC class II binding affinity with 134,281 pairs from IEDB. Regression. Given a peptide amino acid sequence and an MHC pseudo amino acid sequence, predict their binding affinity value. This is MHC class II binding data. (1) The peptide sequence is IMRIKKLTITGKGTL. The MHC is DRB1_1001 with pseudo-sequence DRB1_1001. The binding affinity (normalized) is 0.426. (2) The peptide sequence is IAPAVQTNWQKLETFWAKHM. The MHC is HLA-DPA10201-DPB10101 with pseudo-sequence HLA-DPA10201-DPB10101. The binding affinity (normalized) is 0.185. (3) The peptide sequence is VSSDQSALSEFIKFA. The MHC is DRB3_0202 with pseudo-sequence DRB3_0202. The binding affinity (normalized) is 0.